This data is from Catalyst prediction with 721,799 reactions and 888 catalyst types from USPTO. The task is: Predict which catalyst facilitates the given reaction. (1) Reactant: Br[C:2]1[CH:3]=[C:4]([NH:10][C:11]2[CH:16]=[CH:15][C:14]([C:17]([N:19]3[CH2:24][CH2:23][O:22][CH2:21][C@H:20]3[CH3:25])=[O:18])=[CH:13][N:12]=2)[C:5](=[O:9])[N:6]([CH3:8])[CH:7]=1.[B:26]1(B2OC(C)(C)C(C)(C)O2)[O:30]C(C)(C)C(C)(C)[O:27]1.CC(C1C=C(C(C)C)C(C2C=CC=CC=2P(C2CCCCC2)C2CCCCC2)=C(C(C)C)C=1)C.C([O-])(=O)C.[K+]. Product: [CH3:8][N:6]1[C:5](=[O:9])[C:4]([NH:10][C:11]2[CH:16]=[CH:15][C:14]([C:17]([N:19]3[CH2:24][CH2:23][O:22][CH2:21][C@H:20]3[CH3:25])=[O:18])=[CH:13][N:12]=2)=[CH:3][C:2]([B:26]([OH:30])[OH:27])=[CH:7]1. The catalyst class is: 102. (2) Reactant: [Br:1][C:2]1[CH:3]=[C:4]([CH:7]=[CH:8][CH:9]=1)[CH:5]=[O:6].[CH2:10](O)[CH2:11][OH:12].C1(C)C=CC(S(O)(=O)=O)=CC=1. Product: [Br:1][C:2]1[CH:3]=[C:4]([CH:5]2[O:12][CH2:11][CH2:10][O:6]2)[CH:7]=[CH:8][CH:9]=1. The catalyst class is: 11.